Dataset: Forward reaction prediction with 1.9M reactions from USPTO patents (1976-2016). Task: Predict the product of the given reaction. (1) Given the reactants [C:1]([O:5][C:6](=[O:22])[NH:7][CH2:8][CH2:9][N:10]1[CH2:15][CH2:14][CH:13]([CH2:16][CH2:17][CH2:18][C:19](=O)[NH2:20])[CH2:12][CH2:11]1)([CH3:4])([CH3:3])[CH3:2].CC(C[AlH]CC(C)C)C, predict the reaction product. The product is: [C:1]([O:5][C:6](=[O:22])[NH:7][CH2:8][CH2:9][N:10]1[CH2:11][CH2:12][CH:13]([CH2:16][CH2:17][CH2:18][CH2:19][NH2:20])[CH2:14][CH2:15]1)([CH3:4])([CH3:2])[CH3:3]. (2) Given the reactants [CH2:1]([O:3][CH:4]([O:7][CH2:8][CH3:9])[CH2:5][OH:6])[CH3:2].[H-].[Na+].[F:12][C:13]1[CH:18]=[C:17]([I:19])[CH:16]=[CH:15][C:14]=1[NH:20][C:21]1[C:26]([N+:27]([O-:29])=[O:28])=[C:25](F)[CH:24]=[C:23]([F:31])[C:22]=1[F:32].C(OCC)(=O)C, predict the reaction product. The product is: [CH2:1]([O:3][CH:4]([O:7][CH2:8][CH3:9])[CH2:5][O:6][C:25]1[C:26]([N+:27]([O-:29])=[O:28])=[C:21]([C:22]([F:32])=[C:23]([F:31])[CH:24]=1)[NH:20][C:14]1[CH:15]=[CH:16][C:17]([I:19])=[CH:18][C:13]=1[F:12])[CH3:2]. (3) Given the reactants Cl[C:2]1[N:14]=[C:13]([C:15]2[CH:20]=[C:19]([F:21])[CH:18]=[C:17]([F:22])[CH:16]=2)[CH:12]=[C:11]([C:23]([F:26])([F:25])[F:24])[C:3]=1[C:4]([O:6][C:7]([CH3:10])([CH3:9])[CH3:8])=[O:5].[F:27][C:28]1[CH:33]=[CH:32][C:31]([F:34])=[CH:30][C:29]=1[OH:35].C(=O)([O-])[O-].[K+].[K+], predict the reaction product. The product is: [F:27][C:28]1[CH:33]=[CH:32][C:31]([F:34])=[CH:30][C:29]=1[O:35][C:2]1[N:14]=[C:13]([C:15]2[CH:20]=[C:19]([F:21])[CH:18]=[C:17]([F:22])[CH:16]=2)[CH:12]=[C:11]([C:23]([F:26])([F:25])[F:24])[C:3]=1[C:4]([O:6][C:7]([CH3:10])([CH3:9])[CH3:8])=[O:5]. (4) Given the reactants [CH2:1]([NH:3][CH2:4][CH:5]1[CH2:10][CH2:9][N:8]([C:11]2[CH:16]=[CH:15][C:14]([NH:17]C(=O)OC(C)(C)C)=[CH:13][CH:12]=2)[CH2:7][CH2:6]1)[CH3:2].FC(F)(F)C(O)=O, predict the reaction product. The product is: [CH2:1]([NH:3][CH2:4][CH:5]1[CH2:6][CH2:7][N:8]([C:11]2[CH:16]=[CH:15][C:14]([NH2:17])=[CH:13][CH:12]=2)[CH2:9][CH2:10]1)[CH3:2]. (5) The product is: [NH2:13][C:8]1[CH:7]=[C:6]2[C:11]([CH:12]=[C:3]([CH2:2][OH:1])[CH:4]=[N:5]2)=[CH:10][CH:9]=1. Given the reactants [OH:1][CH2:2][C:3]1[CH:4]=[N:5][C:6]2[C:11]([CH:12]=1)=[CH:10][CH:9]=[C:8]([NH:13]C(=O)OCC1C=CC=CC=1)[CH:7]=2, predict the reaction product. (6) Given the reactants Cl[C:2]1[CH:9]=[CH:8][C:5]([CH:6]=[O:7])=[CH:4][CH:3]=1.[CH3:10][S:11]([O-:13])=[O:12].[Na+], predict the reaction product. The product is: [CH3:10][S:11]([C:2]1[CH:9]=[CH:8][C:5]([CH:6]=[O:7])=[CH:4][CH:3]=1)(=[O:13])=[O:12]. (7) Given the reactants [CH3:1][N:2]([CH3:15])[CH2:3][CH2:4][CH2:5][O:6][C:7]1[CH:14]=[CH:13][C:10](C=O)=[CH:9][CH:8]=1.[NH2:16][CH2:17][C:18]1[CH:25]=[CH:24][C:21]([C:22]#[N:23])=[CH:20][CH:19]=1.CO.[O:28]1[CH2:33][CH2:32][O:31][CH2:30]C1, predict the reaction product. The product is: [C:22]([C:21]1[CH:24]=[CH:25][C:18]([CH2:17][NH:16][C:33](=[O:28])[CH:32]([C:10]2[CH:13]=[CH:14][C:7]([O:6][CH2:5][CH2:4][CH2:3][N:2]([CH3:1])[CH3:15])=[CH:8][CH:9]=2)[O:31][CH3:30])=[CH:19][CH:20]=1)#[N:23].